Task: Predict the reactants needed to synthesize the given product.. Dataset: Full USPTO retrosynthesis dataset with 1.9M reactions from patents (1976-2016) (1) Given the product [Cl:19][C:20]1[CH:21]=[C:22]([NH:28][C:29](=[O:30])[CH2:31][CH:32]([CH3:37])[CH2:33][C:34]([NH:1][C:2]2[CH:3]=[C:4]3[C:9](=[C:10]([F:12])[CH:11]=2)[N:8]([CH2:13][CH3:14])[C:7](=[O:15])[N:6]([CH2:16][CH3:17])[C:5]3=[O:18])=[O:35])[CH:23]=[CH:24][C:25]=1[C:26]#[N:27], predict the reactants needed to synthesize it. The reactants are: [NH2:1][C:2]1[CH:3]=[C:4]2[C:9](=[C:10]([F:12])[CH:11]=1)[N:8]([CH2:13][CH3:14])[C:7](=[O:15])[N:6]([CH2:16][CH3:17])[C:5]2=[O:18].[Cl:19][C:20]1[CH:21]=[C:22]([NH:28][C:29]([CH2:31][CH:32]([CH3:37])[CH2:33][C:34](O)=[O:35])=[O:30])[CH:23]=[CH:24][C:25]=1[C:26]#[N:27].CCN(C(C)C)C(C)C.C(P1(=O)OP(CCC)(=O)OP(CCC)(=O)O1)CC. (2) Given the product [O:1]([CH2:8][C@@H:9]([OH:38])[CH2:10][N:11]([CH2:19][CH2:20][CH:21]([C:22]1[CH:27]=[CH:26][C:25]([OH:28])=[CH:24][CH:23]=1)[C:30]1[CH:31]=[CH:32][C:33]([OH:36])=[CH:34][CH:35]=1)[CH2:12][C:13]1[CH:18]=[CH:17][CH:16]=[CH:15][CH:14]=1)[C:2]1[CH:7]=[CH:6][CH:5]=[CH:4][CH:3]=1, predict the reactants needed to synthesize it. The reactants are: [O:1]([CH2:8][C@@H:9]([OH:38])[CH2:10][N:11]([CH2:19][CH2:20][CH:21]([C:30]1[CH:35]=[CH:34][C:33]([O:36]C)=[CH:32][CH:31]=1)[C:22]1[CH:27]=[CH:26][C:25]([O:28]C)=[CH:24][CH:23]=1)[CH2:12][C:13]1[CH:18]=[CH:17][CH:16]=[CH:15][CH:14]=1)[C:2]1[CH:7]=[CH:6][CH:5]=[CH:4][CH:3]=1.B(Br)(Br)Br.ClCCl. (3) Given the product [ClH:1].[NH:9]1[CH2:10][CH:7]([N:2]2[CH:6]=[CH:5][CH:4]=[N:3]2)[CH2:8]1, predict the reactants needed to synthesize it. The reactants are: [ClH:1].[N:2]1([CH:7]2[CH2:10][N:9](C(OC(C)(C)C)=O)[CH2:8]2)[CH:6]=[CH:5][CH:4]=[N:3]1. (4) Given the product [Cl:14][C:11]1[CH:12]=[CH:13][C:8]2[N:7]=[C:24]([C:26]3[CH:31]=[CH:30][CH:29]=[C:28]([C:32]4[CH:37]=[C:36]([CH3:38])[N:35]=[CH:34][N:33]=4)[CH:27]=3)[CH2:23][C:22](=[O:39])[NH:15][C:9]=2[CH:10]=1, predict the reactants needed to synthesize it. The reactants are: C(OC(=O)[NH:7][C:8]1[CH:13]=[CH:12][C:11]([Cl:14])=[CH:10][C:9]=1[NH2:15])(C)(C)C.C(O[C:22](=[O:39])[CH2:23][C:24]([C:26]1[CH:31]=[CH:30][CH:29]=[C:28]([C:32]2[CH:37]=[C:36]([CH3:38])[N:35]=[CH:34][N:33]=2)[CH:27]=1)=O)(C)(C)C. (5) Given the product [CH3:1][C@H:2]([NH:7][C:8]([C:10]1[C:18]2[C:13](=[N:14][CH:15]=[C:16]([C:19]3[S:20][C:21]([C:24](=[O:33])[NH:25][CH2:26][C:27]4[CH:32]=[CH:31][CH:30]=[CH:29][CH:28]=4)=[CH:22][CH:23]=3)[N:17]=2)[NH:12][CH:11]=1)=[O:9])[C:3]([CH3:6])([CH3:5])[CH3:4], predict the reactants needed to synthesize it. The reactants are: [CH3:1][C@H:2]([NH:7][C:8]([C:10]1[C:18]2[C:13](=[N:14][CH:15]=[C:16]([C:19]3[S:20][C:21]([C:24](=[O:33])[NH:25][CH2:26][C:27]4[CH:32]=[CH:31][CH:30]=[CH:29][CH:28]=4)=[CH:22][CH:23]=3)[N:17]=2)[N:12](COCC[Si](C)(C)C)[CH:11]=1)=[O:9])[C:3]([CH3:6])([CH3:5])[CH3:4].FC(F)(F)C(O)=O.C([O-])(=O)C.[Na+].O. (6) Given the product [Cl:20][C:2]1[C:3]2[CH:16]=[N:15][N:14]([CH3:17])[C:4]=2[NH:5][C:6](=[O:13])[C:7]=1[C:8]([O:10][CH2:11][CH3:12])=[O:9], predict the reactants needed to synthesize it. The reactants are: O[C:2]1[C:3]2[CH:16]=[N:15][N:14]([CH3:17])[C:4]=2[NH:5][C:6](=[O:13])[C:7]=1[C:8]([O:10][CH2:11][CH3:12])=[O:9].P(Cl)(Cl)([Cl:20])=O.